From a dataset of Peptide-MHC class II binding affinity with 134,281 pairs from IEDB. Regression. Given a peptide amino acid sequence and an MHC pseudo amino acid sequence, predict their binding affinity value. This is MHC class II binding data. (1) The peptide sequence is NVTSIHSLLDEGKQS. The MHC is DRB1_0901 with pseudo-sequence DRB1_0901. The binding affinity (normalized) is 0.115. (2) The peptide sequence is DAFVTALTEALRV. The MHC is DRB1_0301 with pseudo-sequence DRB1_0301. The binding affinity (normalized) is 0.345. (3) The peptide sequence is AVDGRFAVPQILGDE. The MHC is DRB1_0404 with pseudo-sequence DRB1_0404. The binding affinity (normalized) is 0.0998. (4) The peptide sequence is YDTYKCIPSLEAAVK. The MHC is DRB1_0401 with pseudo-sequence DRB1_0401. The binding affinity (normalized) is 0.624. (5) The peptide sequence is NTLYLQMNSLRAEDT. The MHC is DRB1_0405 with pseudo-sequence DRB1_0405. The binding affinity (normalized) is 1.00. (6) The peptide sequence is PEKEVLMWKFDSRLAFHH. The MHC is HLA-DPA10301-DPB10402 with pseudo-sequence HLA-DPA10301-DPB10402. The binding affinity (normalized) is 0.411.